The task is: Regression. Given a peptide amino acid sequence and an MHC pseudo amino acid sequence, predict their binding affinity value. This is MHC class II binding data.. This data is from Peptide-MHC class II binding affinity with 134,281 pairs from IEDB. The peptide sequence is KSDPSQGGGIKITHF. The MHC is DRB1_0401 with pseudo-sequence DRB1_0401. The binding affinity (normalized) is 0.213.